From a dataset of TCR-epitope binding with 47,182 pairs between 192 epitopes and 23,139 TCRs. Binary Classification. Given a T-cell receptor sequence (or CDR3 region) and an epitope sequence, predict whether binding occurs between them. (1) The epitope is LLDFVRFMGV. The TCR CDR3 sequence is CASSLGTSGGDYEQYF. Result: 0 (the TCR does not bind to the epitope). (2) The epitope is RLRAEAQVK. The TCR CDR3 sequence is CASSQEWLAVSTDTQYF. Result: 1 (the TCR binds to the epitope). (3) The epitope is KLVALGINAV. The TCR CDR3 sequence is CASSLAGGSYEQYF. Result: 0 (the TCR does not bind to the epitope). (4) The epitope is FPPTSFGPL. The TCR CDR3 sequence is CASSLSEVYEQYF. Result: 0 (the TCR does not bind to the epitope). (5) The epitope is FLRGRAYGL. The TCR CDR3 sequence is CASSSVTEAFF. Result: 0 (the TCR does not bind to the epitope). (6) The epitope is ITEEVGHTDLMAAY. The TCR CDR3 sequence is CASSPVLGASGNEQFF. Result: 1 (the TCR binds to the epitope). (7) The epitope is FVDGVPFVV. The TCR CDR3 sequence is CSVFGSTGNTIYF. Result: 0 (the TCR does not bind to the epitope). (8) The epitope is EIYKRWII. The TCR CDR3 sequence is CASSAAGALGYTF. Result: 0 (the TCR does not bind to the epitope). (9) The TCR CDR3 sequence is CSVGLAEAGETQYF. The epitope is PKYVKQNTLKLAT. Result: 0 (the TCR does not bind to the epitope).